From a dataset of Full USPTO retrosynthesis dataset with 1.9M reactions from patents (1976-2016). Predict the reactants needed to synthesize the given product. Given the product [CH2:2]([O:9][C:10]1[CH:11]=[CH:12][C:13]([NH:14][C:22](=[O:23])[CH2:21][S:18]([CH3:17])(=[O:20])=[O:19])=[CH:15][CH:16]=1)[C:3]1[CH:4]=[CH:5][CH:6]=[CH:7][CH:8]=1, predict the reactants needed to synthesize it. The reactants are: Cl.[CH2:2]([O:9][C:10]1[CH:16]=[CH:15][C:13]([NH2:14])=[CH:12][CH:11]=1)[C:3]1[CH:8]=[CH:7][CH:6]=[CH:5][CH:4]=1.[CH3:17][S:18]([CH2:21][C:22](O)=[O:23])(=[O:20])=[O:19].CN(C(ON1N=NC2C=CC=CC1=2)=[N+](C)C)C.F[P-](F)(F)(F)(F)F.CCN(C(C)C)C(C)C.